Dataset: Full USPTO retrosynthesis dataset with 1.9M reactions from patents (1976-2016). Task: Predict the reactants needed to synthesize the given product. (1) The reactants are: [F:1][C:2]1[CH:7]=[C:6]([F:8])[CH:5]=[CH:4][C:3]=1[C:9]1[CH:10]=[C:11]2[C:16](=[CH:17][CH:18]=1)[CH:15]=[C:14]([SH:19])[CH:13]=[CH:12]2.BrC1C=C2C(=CC=1)C=C(O)C=C2.[C:32](#[N:35])[CH:33]=[CH2:34].C(N(CC)CC)C. Given the product [F:1][C:2]1[CH:7]=[C:6]([F:8])[CH:5]=[CH:4][C:3]=1[C:9]1[CH:10]=[C:11]2[C:16](=[CH:17][CH:18]=1)[CH:15]=[C:14]([S:19][CH2:34][CH2:33][C:32]#[N:35])[CH:13]=[CH:12]2, predict the reactants needed to synthesize it. (2) Given the product [CH3:20][S:21]([O:19][CH2:18][CH2:17][O:16][CH2:15][CH2:14][O:13][CH2:12][CH2:11][C:1]12[CH2:10][CH:5]3[CH2:4][CH:3]([CH2:9][CH:7]([CH2:6]3)[CH2:8]1)[CH2:2]2)(=[O:23])=[O:22], predict the reactants needed to synthesize it. The reactants are: [C:1]12([CH2:11][CH2:12][O:13][CH2:14][CH2:15][O:16][CH2:17][CH2:18][OH:19])[CH2:10][CH:5]3[CH2:6][CH:7]([CH2:9][CH:3]([CH2:4]3)[CH2:2]1)[CH2:8]2.[CH3:20][S:21](Cl)(=[O:23])=[O:22].CCN(CC)CC.CCOC(C)=O. (3) Given the product [Cl:1][C:2]1[CH:6]=[N:5][N:4]([CH:7]([CH3:9])[CH3:8])[C:3]=1[C:10]1[CH:11]=[C:12]([NH:18][C:28]([NH:27][C:22]2[CH:23]=[CH:24][C:25]([F:26])=[C:20]([F:19])[CH:21]=2)=[O:29])[CH:13]=[CH:14][C:15]=1[O:16][CH3:17], predict the reactants needed to synthesize it. The reactants are: [Cl:1][C:2]1[CH:6]=[N:5][N:4]([CH:7]([CH3:9])[CH3:8])[C:3]=1[C:10]1[CH:11]=[C:12]([NH2:18])[CH:13]=[CH:14][C:15]=1[O:16][CH3:17].[F:19][C:20]1[CH:21]=[C:22]([N:27]=[C:28]=[O:29])[CH:23]=[CH:24][C:25]=1[F:26]. (4) Given the product [CH3:72][C:38]1([CH3:37])[CH2:39][CH2:40][CH2:41][CH:42]1[C:9]1[CH:93]=[C:94]([C:95]([O:97][CH3:109])=[O:96])[CH:3]=[CH:7][C:8]=1[C:28]1[CH:33]=[CH:32][CH:31]=[C:30]([O:34][CH3:35])[CH:29]=1, predict the reactants needed to synthesize it. The reactants are: CC1(C)CCC[C@H:3]1[C:7]1C=C(COC2C=C([C@H](CC)CC(O)=O)C=CC=2)C=[CH:9][C:8]=1[C:28]1[CH:33]=[CH:32][CH:31]=[C:30]([O:34][CH3:35])[CH:29]=1.[CH3:37][C:38]1([CH3:72])[CH2:42][CH2:41][CH2:40][C@@H:39]1C1C=C(COC2C=C([C@H](CC)CC(O)=O)C=CC=2)C=CC=1C1C=CC=C(OC)C=1.CC1(C)CCC[C@H]1C1C=C(COC2C=C([C@@H:93](CC)[CH2:94][C:95]([OH:97])=[O:96])C=CC=2)C=CC=1C1C=CC=C(OC)C=1.[CH3:109]C1(C)CCC[C@@H]1C1C=C(COC2C=C([C@@H](CC)CC(O)=O)C=CC=2)C=CC=1C1C=CC=C(OC)C=1. (5) Given the product [N+:1]([C:4]1[CH:5]=[C:6]([CH:10]=[CH:11][CH:12]=1)[C:7]([O:9][C:16]([CH3:19])([CH3:18])[CH3:17])=[O:8])([O-:3])=[O:2], predict the reactants needed to synthesize it. The reactants are: [N+:1]([C:4]1[CH:5]=[C:6]([CH:10]=[CH:11][CH:12]=1)[C:7]([OH:9])=[O:8])([O-:3])=[O:2].C(OC(O[C:16]([CH3:19])([CH3:18])[CH3:17])=O)(O[C:16]([CH3:19])([CH3:18])[CH3:17])=O.C([O-])([O-])=O.[Na+].[Na+]. (6) The reactants are: C([Mg]Cl)(C)C.Br[C:7]1[CH:8]=[CH:9][C:10]([C:13]([F:16])([F:15])[F:14])=[N:11][CH:12]=1.[CH:17]([CH:19]1[CH2:22][N:21]([C:23]([O:25][C:26]([CH3:29])([CH3:28])[CH3:27])=[O:24])[CH2:20]1)=[O:18]. Given the product [OH:18][CH:17]([C:7]1[CH:12]=[N:11][C:10]([C:13]([F:16])([F:15])[F:14])=[CH:9][CH:8]=1)[CH:19]1[CH2:22][N:21]([C:23]([O:25][C:26]([CH3:29])([CH3:28])[CH3:27])=[O:24])[CH2:20]1, predict the reactants needed to synthesize it. (7) Given the product [CH3:14][O:15][C:16](=[O:24])[C:17]1[CH:22]=[CH:21][CH:20]=[CH:19][CH:18]=1, predict the reactants needed to synthesize it. The reactants are: CC1C=CN=CC=1N1CCNC1=O.[CH3:14][O:15][C:16](=[O:24])[C:17]1[CH:22]=[CH:21][C:20](Br)=[CH:19][CH:18]=1.N[C@@H]1CCCC[C@H]1N.C(=O)([O-])[O-].[K+].[K+]. (8) Given the product [F:1][C:2]1[CH:8]=[CH:7][CH:6]=[CH:5][C:3]=1[NH:4][C:15](=[O:24])[CH:16]=[CH:17][C:18]1[CH:23]=[CH:22][CH:21]=[CH:20][CH:19]=1, predict the reactants needed to synthesize it. The reactants are: [F:1][C:2]1[CH:8]=[CH:7][CH:6]=[CH:5][C:3]=1[NH2:4].C(=O)([O-])[O-].[K+].[K+].[C:15](Cl)(=[O:24])[CH:16]=[CH:17][C:18]1[CH:23]=[CH:22][CH:21]=[CH:20][CH:19]=1.